From a dataset of Forward reaction prediction with 1.9M reactions from USPTO patents (1976-2016). Predict the product of the given reaction. (1) Given the reactants C1C2C(=CC=CC=2)C=C[C:2]=1[S:11]([NH2:14])(=[O:13])=[O:12].[Cl:15][C:16]1[C:24]2[C:23]([CH2:25][CH2:26][CH2:27][O:28][C:29]3[CH:34]=[C:33]([CH3:35])[C:32]([Cl:36])=[C:31]([CH3:37])[CH:30]=3)=[C:22]([C:38](O)=[O:39])[S:21][C:20]=2[CH:19]=[CH:18][CH:17]=1.CS(N)(=O)=O, predict the reaction product. The product is: [Cl:15][C:16]1[C:24]2[C:23]([CH2:25][CH2:26][CH2:27][O:28][C:29]3[CH:30]=[C:31]([CH3:37])[C:32]([Cl:36])=[C:33]([CH3:35])[CH:34]=3)=[C:22]([C:38]([NH:14][S:11]([CH3:2])(=[O:13])=[O:12])=[O:39])[S:21][C:20]=2[CH:19]=[CH:18][CH:17]=1. (2) The product is: [F:33][C:32]([F:35])([F:34])[C:30]1[CH:29]=[CH:28][N:27]=[C:26]([N:8]2[C@@H:1]3[C@@H:6]([CH2:5][CH2:4][N:3]([C:9]([O:11][C:12]([CH3:15])([CH3:14])[CH3:13])=[O:10])[CH2:2]3)[CH2:7]2)[N:31]=1. Given the reactants [C@@H:1]12[NH:8][CH2:7][C@@H:6]1[CH2:5][CH2:4][N:3]([C:9]([O:11][C:12]([CH3:15])([CH3:14])[CH3:13])=[O:10])[CH2:2]2.CCN(C(C)C)C(C)C.Cl[C:26]1[N:31]=[C:30]([C:32]([F:35])([F:34])[F:33])[CH:29]=[CH:28][N:27]=1, predict the reaction product. (3) The product is: [CH3:28][C:25]1([CH3:29])[CH2:24][O:23][CH:22]([CH2:21][CH2:20][CH2:19][S:17][C:3]2[N:2]([CH3:1])[C:6]([C:7]3[CH:8]=[C:9]4[C:14](=[CH:15][CH:16]=3)[N:13]=[CH:12][CH:11]=[CH:10]4)=[N:5][N:4]=2)[O:27][CH2:26]1. Given the reactants [CH3:1][N:2]1[C:6]([C:7]2[CH:8]=[C:9]3[C:14](=[CH:15][CH:16]=2)[N:13]=[CH:12][CH:11]=[CH:10]3)=[N:5][N:4]=[C:3]1[SH:17].Br[CH2:19][CH2:20][CH2:21][CH:22]1[O:27][CH2:26][C:25]([CH3:29])([CH3:28])[CH2:24][O:23]1.[OH-].[Li+], predict the reaction product. (4) Given the reactants [CH3:1][O:2][CH2:3][C:4]1[CH:9]=[C:8]([C:10]([OH:12])=O)[CH:7]=[CH:6][C:5]=1[C:13]1[CH:18]=[CH:17][CH:16]=[CH:15][C:14]=1[CH3:19].[NH2:20][C:21](=[N:41]O)[C:22]1[CH:31]=[C:30]2[C:25]([CH2:26][CH2:27][N:28]([CH2:32][CH2:33][C:34]([O:36][C:37]([CH3:40])([CH3:39])[CH3:38])=[O:35])[CH2:29]2)=[CH:24][CH:23]=1, predict the reaction product. The product is: [CH3:1][O:2][CH2:3][C:4]1[CH:9]=[C:8]([C:10]2[O:12][N:20]=[C:21]([C:22]3[CH:31]=[C:30]4[C:25]([CH2:26][CH2:27][N:28]([CH2:32][CH2:33][C:34]([O:36][C:37]([CH3:40])([CH3:39])[CH3:38])=[O:35])[CH2:29]4)=[CH:24][CH:23]=3)[N:41]=2)[CH:7]=[CH:6][C:5]=1[C:13]1[CH:18]=[CH:17][CH:16]=[CH:15][C:14]=1[CH3:19]. (5) Given the reactants [CH3:1][NH2:2].[CH2:3]([O:5][C:6](=[O:26])[N:7]([C:15]1[CH:20]=[C:19](Br)[N:18]=[C:17]([NH2:22])[C:16]=1[N+:23]([O-:25])=[O:24])[CH2:8][C:9]1[CH:14]=[CH:13][CH:12]=[CH:11][CH:10]=1)[CH3:4], predict the reaction product. The product is: [CH2:3]([O:5][C:6](=[O:26])[N:7]([C:15]1[CH:20]=[C:19]([NH:2][CH3:1])[N:18]=[C:17]([NH2:22])[C:16]=1[N+:23]([O-:25])=[O:24])[CH2:8][C:9]1[CH:14]=[CH:13][CH:12]=[CH:11][CH:10]=1)[CH3:4]. (6) Given the reactants [CH3:1][CH2:2][Mg+].[Br-].C([O:7][C:8](=O)[C:9]1[CH:14]=[CH:13][N:12]=[CH:11][C:10]=1[N:15]1[CH2:19][CH2:18][N:17]([C:20]2[CH:25]=[CH:24][CH:23]=[C:22]([C:26]([F:29])([F:28])[F:27])[CH:21]=2)[C:16]1=[O:30])C.C(OCC)(=O)C, predict the reaction product. The product is: [OH:7][C:8]1([C:9]2[CH:14]=[CH:13][N:12]=[CH:11][C:10]=2[N:15]2[CH2:19][CH2:18][N:17]([C:20]3[CH:25]=[CH:24][CH:23]=[C:22]([C:26]([F:28])([F:27])[F:29])[CH:21]=3)[C:16]2=[O:30])[CH2:2][CH2:1]1.